From a dataset of hERG potassium channel inhibition data for cardiac toxicity prediction from Karim et al.. Regression/Classification. Given a drug SMILES string, predict its toxicity properties. Task type varies by dataset: regression for continuous values (e.g., LD50, hERG inhibition percentage) or binary classification for toxic/non-toxic outcomes (e.g., AMES mutagenicity, cardiotoxicity, hepatotoxicity). Dataset: herg_karim. (1) The compound is Cc1cc(Nc2cc(NC(=O)c3c(Cl)cccc3Cl)ccn2)nc(N)n1. The result is 0 (non-blocker). (2) The molecule is C[N+](C)CCCC1(c2ccc(F)cc2)OCc2cc(C#N)ccc21. The result is 1 (blocker). (3) The compound is CCC(=O)NCCc1ccccc1-c1ccc([C@H]2CNCC[C@H]2c2ccn(C)c(=O)c2)c(Cl)c1. The result is 1 (blocker).